This data is from Full USPTO retrosynthesis dataset with 1.9M reactions from patents (1976-2016). The task is: Predict the reactants needed to synthesize the given product. (1) Given the product [CH3:12][CH2:11][CH2:10][CH2:9][CH2:8][CH2:7][CH2:6][CH2:5][CH2:4][CH2:3][CH2:2][CH2:1][CH:18]([OH:17])[CH2:19][CH2:12][CH2:11][CH2:10][CH2:9][CH2:8][CH2:7]/[CH:6]=[CH:5]\[CH2:4]/[CH:3]=[CH:2]\[CH2:1][CH2:1][CH2:2][CH2:3][CH3:4], predict the reactants needed to synthesize it. The reactants are: [CH2:1]([Mg]Br)[CH2:2][CH2:3][CH2:4][CH2:5][CH2:6][CH2:7][CH2:8][CH2:9][CH2:10][CH2:11][CH3:12].C([O:17][CH2:18][CH3:19])C.[BH4-].[Na+]. (2) Given the product [CH2:1]([O:5][C:6]([CH3:9])([CH3:8])[CH3:7])[C@H:2]1[O:4][CH2:3]1, predict the reactants needed to synthesize it. The reactants are: [CH2:1]([O:5][C:6]([CH3:9])([CH3:8])[CH3:7])[CH:2]1[O:4][CH2:3]1.O.